The task is: Predict the reactants needed to synthesize the given product.. This data is from Full USPTO retrosynthesis dataset with 1.9M reactions from patents (1976-2016). (1) Given the product [CH2:1]([O:8][C:9]1[CH:10]=[C:11]2[C:16](=[CH:17][CH:18]=1)[C:15](=[O:19])[N:14]([CH2:20][CH:21]([CH3:23])[CH3:22])[C:13]([CH2:24][N:37]1[C:33](=[O:43])[C:34]3[C:35](=[CH:39][CH:40]=[CH:41][CH:42]=3)[C:36]1=[O:38])=[C:12]2[C:26]1[CH:31]=[CH:30][C:29]([CH3:32])=[CH:28][CH:27]=1)[C:2]1[CH:7]=[CH:6][CH:5]=[CH:4][CH:3]=1, predict the reactants needed to synthesize it. The reactants are: [CH2:1]([O:8][C:9]1[CH:10]=[C:11]2[C:16](=[CH:17][CH:18]=1)[C:15](=[O:19])[N:14]([CH2:20][CH:21]([CH3:23])[CH3:22])[C:13]([CH2:24]Cl)=[C:12]2[C:26]1[CH:31]=[CH:30][C:29]([CH3:32])=[CH:28][CH:27]=1)[C:2]1[CH:7]=[CH:6][CH:5]=[CH:4][CH:3]=1.[C:33]1(=[O:43])[NH:37][C:36](=[O:38])[C:35]2=[CH:39][CH:40]=[CH:41][CH:42]=[C:34]12.[K].O. (2) Given the product [CH2:21]([C:2]1[C:11]2[C:6](=[C:7]3[CH:15]=[CH:14][CH:13]=[CH:12][C:8]3=[CH:9][CH:10]=2)[N:5]=[CH:4][N:3]=1)[CH:22]([CH3:24])[CH3:23], predict the reactants needed to synthesize it. The reactants are: Cl[C:2]1[C:11]2[C:6](=[C:7]3[CH:15]=[CH:14][CH:13]=[CH:12][C:8]3=[CH:9][CH:10]=2)[N:5]=[CH:4][N:3]=1.O1CCCC1.[CH2:21]([Mg]Br)[CH:22]([CH3:24])[CH3:23].Cl. (3) Given the product [F:23][C:22]([F:25])([F:24])[C:20]([N:3]1[CH2:2][CH2:1][C:7]2[CH:8]=[CH:9][CH:10]=[CH:11][C:6]=2[CH2:5][CH2:4]1)=[O:19], predict the reactants needed to synthesize it. The reactants are: [CH2:1]1[C:7]2[CH:8]=[CH:9][CH:10]=[CH:11][C:6]=2[CH2:5][CH2:4][NH:3][CH2:2]1.CCN(CC)CC.[O:19](C(C(F)(F)F)=O)[C:20]([C:22]([F:25])([F:24])[F:23])=O. (4) Given the product [Br:1][C:2]1[CH:3]=[C:4]([CH:5]=[CH:6][CH:7]=1)[CH2:8][C:9]1[N:14]2[C:15](=[O:27])[C:16]3[NH:17][CH:18]=[N:19][C:20]=3[N:21]([CH2:22][CH2:23][CH2:24][CH2:25][CH3:26])[C:13]2=[N:12][N:11]=1, predict the reactants needed to synthesize it. The reactants are: [Br:1][C:2]1[CH:3]=[C:4]([CH2:8][C:9]([NH:11]/[N:12]=[C:13]2\[NH:14][C:15](=[O:27])[C:16]3[NH:17][CH:18]=[N:19][C:20]=3[N:21]\2[CH2:22][CH2:23][CH2:24][CH2:25][CH3:26])=O)[CH:5]=[CH:6][CH:7]=1. (5) Given the product [CH2:11]([O:13][C:14](=[O:20])[C:15]([CH:6]1[CH2:7][CH2:8][C:4]([CH3:10])([CH3:3])[C:5]1=[O:9])=[O:16])[CH3:12], predict the reactants needed to synthesize it. The reactants are: [H-].[Na+].[CH3:3][C:4]1([CH3:10])[CH2:8][CH2:7][CH2:6][C:5]1=[O:9].[CH2:11]([O:13][C:14](=[O:20])[C:15](OCC)=[O:16])[CH3:12].CC[O-].[Na+]. (6) The reactants are: [NH2:1][C:2]1[CH:7]=[CH:6][CH:5]=[CH:4][CH:3]=1.C[Al](C)C.CCCCCC.[Cl:18][C:19]1[C:27]([F:28])=[CH:26][CH:25]=[C:24]2[C:20]=1[CH2:21][CH2:22][N:23]2[C@H:29]1[CH2:33][CH2:32][O:31][C:30]1=[O:34]. Given the product [Cl:18][C:19]1[C:27]([F:28])=[CH:26][CH:25]=[C:24]2[C:20]=1[CH2:21][CH2:22][N:23]2[C@@H:29]([CH2:33][CH2:32][OH:31])[C:30]([NH:1][C:2]1[CH:7]=[CH:6][CH:5]=[CH:4][CH:3]=1)=[O:34], predict the reactants needed to synthesize it.